This data is from Reaction yield outcomes from USPTO patents with 853,638 reactions. The task is: Predict the reaction yield, written as a fraction of the theoretical maximum amount of product (1.0 means a 100% yield; for example, 0.34 means a 34% yield). (1) The reactants are [CH3:1][C@:2]12[CH2:19][CH2:18][C@H:17]3[C@@H:7]([CH2:8][CH2:9][C:10]4[C@:15]3([CH3:16])[CH2:14][CH2:13][C:12](=[O:20])[CH:11]=4)[C@@H:6]1[CH2:5][CH:4]=[CH:3]2.C(Cl)Cl.C(OCC)(=O)C. The catalyst is C1COCC1. The product is [CH3:1][C@:2]12[CH2:19][CH2:18][C@H:17]3[C@@H:7]([CH2:8][CH2:9][C:10]4[C@:15]3([CH3:16])[CH2:14][CH2:13][C@@H:12]([OH:20])[CH:11]=4)[C@@H:6]1[CH2:5][CH:4]=[CH:3]2. The yield is 0.480. (2) The product is [CH2:1]([N:4]1[C:8]2=[C:9]([N:16]3[CH2:25][CH2:24][C:23]4[C:18](=[CH:19][CH:20]=[CH:21][CH:22]=4)[CH2:17]3)[N:10]=[C:11]([C:13]([NH:66][CH2:65][C:64]3[CH:67]=[CH:68][C:61]([CH3:60])=[CH:62][CH:63]=3)=[O:15])[CH:12]=[C:7]2[C:6]([CH3:26])=[C:5]1[CH3:27])[CH:2]=[CH2:3]. The catalyst is ClCCl. The reactants are [CH2:1]([N:4]1[C:8]2=[C:9]([N:16]3[CH2:25][CH2:24][C:23]4[C:18](=[CH:19][CH:20]=[CH:21][CH:22]=4)[CH2:17]3)[N:10]=[C:11]([C:13]([OH:15])=O)[CH:12]=[C:7]2[C:6]([CH3:26])=[C:5]1[CH3:27])[CH:2]=[CH2:3].O.ON1C2C=CC=CC=2N=N1.Cl.CN(C)CCCN=C=NCC.C(N(C(C)C)CC)(C)C.[CH3:60][C:61]1[CH:68]=[CH:67][C:64]([CH2:65][NH2:66])=[CH:63][CH:62]=1. The yield is 0.450. (3) The reactants are Cl[C:2]1[N:7]=[C:6]([O:8][CH3:9])[CH:5]=[CH:4][N:3]=1.[CH3:10][N:11](C=O)C. The catalyst is CCOC(C)=O.[C-]#N.[Zn+2].[C-]#N. The product is [CH3:9][O:8][C:6]1[CH:5]=[CH:4][N:3]=[C:2]([C:10]#[N:11])[N:7]=1. The yield is 0.500. (4) The reactants are Cl[CH2:2][C:3]1[CH:4]=[CH:5][C:6]2[O:11][C:10]([F:13])([F:12])[O:9]C(F)(F)[C:7]=2[CH:16]=1.[C-:17]#[N:18].[Na+]. The catalyst is CS(C)=O. The product is [F:13][C:10]1([F:12])[O:11][C:6]2[CH:5]=[CH:4][C:3]([CH2:2][C:17]#[N:18])=[CH:16][C:7]=2[O:9]1. The yield is 0.680. (5) The reactants are Cl.[CH3:2][C:3]([CH3:11])([CH3:10])[C@@H:4]([C:6]([O:8][CH3:9])=[O:7])[NH2:5].N1C=CC=CC=1.[C:18](Cl)(Cl)=[O:19].Cl. The catalyst is C(Cl)Cl. The product is [CH3:2][C:3]([CH3:11])([CH3:10])[C@@H:4]([C:6]([O:8][CH3:9])=[O:7])[N:5]=[C:18]=[O:19]. The yield is 0.740.